This data is from Reaction yield outcomes from USPTO patents with 853,638 reactions. The task is: Predict the reaction yield, written as a fraction of the theoretical maximum amount of product (1.0 means a 100% yield; for example, 0.34 means a 34% yield). (1) The reactants are [OH:1][C:2]1[CH:7]=[CH:6][C:5]([CH2:8][CH2:9][CH:10]([CH2:15][CH2:16][CH2:17][C:18]2[CH:23]=[CH:22][CH:21]=[CH:20][CH:19]=2)[C:11]([O:13][CH3:14])=[O:12])=[CH:4][CH:3]=1.N1C=CC=CC=1.[C:30]1(B(O)O)[CH:35]=[CH:34][CH:33]=[CH:32][CH:31]=1.O. The catalyst is C(Cl)Cl.CC([O-])=O.CC([O-])=O.[Cu+2]. The product is [O:1]([C:2]1[CH:3]=[CH:4][C:5]([CH2:8][CH2:9][CH:10]([CH2:15][CH2:16][CH2:17][C:18]2[CH:19]=[CH:20][CH:21]=[CH:22][CH:23]=2)[C:11]([O:13][CH3:14])=[O:12])=[CH:6][CH:7]=1)[C:30]1[CH:35]=[CH:34][CH:33]=[CH:32][CH:31]=1. The yield is 0.600. (2) The reactants are [CH3:1][C:2]1[C:7]([CH3:8])=[C:6]([O:9][CH2:10][CH2:11][CH2:12][S:13]([CH3:16])(=[O:15])=[O:14])[C:5]([CH3:17])=[C:4]([CH3:18])[C:3]=1[C:19]1[CH:24]=[CH:23][CH:22]=[C:21]([CH2:25][O:26][C:27]2[CH:40]=[CH:39][C:30]3[C@H:31]([CH2:34][C:35]([O:37]C)=[O:36])[CH2:32][O:33][C:29]=3[CH:28]=2)[CH:20]=1.CO.[OH-].[Na+].Cl. The catalyst is O.O1CCCC1. The product is [CH3:1][C:2]1[C:7]([CH3:8])=[C:6]([O:9][CH2:10][CH2:11][CH2:12][S:13]([CH3:16])(=[O:15])=[O:14])[C:5]([CH3:17])=[C:4]([CH3:18])[C:3]=1[C:19]1[CH:24]=[CH:23][CH:22]=[C:21]([CH2:25][O:26][C:27]2[CH:40]=[CH:39][C:30]3[C@H:31]([CH2:34][C:35]([OH:37])=[O:36])[CH2:32][O:33][C:29]=3[CH:28]=2)[CH:20]=1. The yield is 0.940. (3) The reactants are C(C1C=C2C(=C(F)C=1)C(=O)N(CC1C=CC(C3C=CN=C4NC(C5C=NN(C)C=5)=NC=34)=CC=1F)N=C2)(C)(C)C.Br[C:41]1[CH:59]=[CH:58][C:44]([CH2:45][NH:46][C:47]([C:49]2[O:50][C:51]([C:54]([CH3:57])([CH3:56])[CH3:55])=[N:52][N:53]=2)=[O:48])=[C:43]([CH3:60])[CH:42]=1.[B:61]1(B2OC(C)(C)C(C)(C)O2)[O:65][C:64]([CH3:67])([CH3:66])[C:63]([CH3:69])([CH3:68])[O:62]1.C1(P(C2CCCCC2)C2C=CC=CC=2C2C(C(C)C)=CC(C(C)C)=CC=2C(C)C)CCCCC1.C([O-])(=O)C.[K+].O1CCOCC1. The catalyst is C1C=CC(/C=C/C(/C=C/C2C=CC=CC=2)=O)=CC=1.C1C=CC(/C=C/C(/C=C/C2C=CC=CC=2)=O)=CC=1.C1C=CC(/C=C/C(/C=C/C2C=CC=CC=2)=O)=CC=1.C(Cl)(Cl)Cl.[Pd].[Pd]. The product is [CH3:60][C:43]1[CH:42]=[C:41]([B:61]2[O:65][C:64]([CH3:67])([CH3:66])[C:63]([CH3:69])([CH3:68])[O:62]2)[CH:59]=[CH:58][C:44]=1[CH2:45][NH:46][C:47]([C:49]1[O:50][C:51]([C:54]([CH3:57])([CH3:56])[CH3:55])=[N:52][N:53]=1)=[O:48]. The yield is 1.11. (4) The reactants are C[CH:2]([OH:14])[CH2:3][O:4][CH2:5][CH2:5][O:4][CH2:3][CH2:2][O:14]CCO.[C:15]([O:19][C:20]([CH3:23])([CH3:22])[CH3:21])(=[O:18])[CH:16]=[CH2:17].[Na]. The catalyst is C1COCC1. The product is [C:20]([O:19][C:15](=[O:18])[CH2:16][CH2:17][O:14][CH2:2][CH2:3][O:4][CH3:5])([CH3:23])([CH3:22])[CH3:21]. The yield is 0.890. (5) The reactants are O1CCCC1.[CH3:6][C:7]1([CH3:35])[O:12][C:11](=[O:13])[NH:10][C:9]2[N:14]=[CH:15][C:16]([N:18](S(C3SC=CC=3)(=O)=O)[S:19]([C:22]3[S:23][CH:24]=[CH:25][CH:26]=3)(=[O:21])=[O:20])=[CH:17][C:8]1=2. The catalyst is O. The product is [CH3:6][C:7]1([CH3:35])[O:12][C:11](=[O:13])[NH:10][C:9]2[N:14]=[CH:15][C:16]([NH:18][S:19]([C:22]3[S:23][CH:24]=[CH:25][CH:26]=3)(=[O:20])=[O:21])=[CH:17][C:8]1=2. The yield is 0.300.